From a dataset of Full USPTO retrosynthesis dataset with 1.9M reactions from patents (1976-2016). Predict the reactants needed to synthesize the given product. (1) Given the product [CH2:1]([O:3][C:4]([C:6]1[S:10][C:9]([C:11]2[CH:16]=[CH:15][C:14]([OH:17])=[C:13]([C:18]#[N:26])[CH:12]=2)=[N:8][C:7]=1[CH3:20])=[O:5])[CH3:2], predict the reactants needed to synthesize it. The reactants are: [CH2:1]([O:3][C:4]([C:6]1[S:10][C:9]([C:11]2[CH:16]=[CH:15][C:14]([OH:17])=[C:13]([CH:18]=O)[CH:12]=2)=[N:8][C:7]=1[CH3:20])=[O:5])[CH3:2].C([O-])=O.[Na+].Cl.[NH2:26]O. (2) The reactants are: [NH2:1][C:2]1[CH:7]=[CH:6][CH:5]=[C:4]([NH2:8])[N:3]=1.[F:9][C:10]1[CH:18]=[CH:17][C:13]([C:14](Cl)=[O:15])=[CH:12][CH:11]=1. Given the product [NH2:8][C:4]1[N:3]=[C:2]([NH:1][C:14](=[O:15])[C:13]2[CH:17]=[CH:18][C:10]([F:9])=[CH:11][CH:12]=2)[CH:7]=[CH:6][CH:5]=1, predict the reactants needed to synthesize it. (3) Given the product [ClH:13].[Cl:13][CH2:8][C:6]1[N:7]=[C:2]([NH2:1])[CH:3]=[C:4]([CH3:10])[CH:5]=1, predict the reactants needed to synthesize it. The reactants are: [NH2:1][C:2]1[N:7]=[C:6]([CH2:8]O)[CH:5]=[C:4]([CH3:10])[CH:3]=1.S(Cl)([Cl:13])=O. (4) Given the product [Br:1][C:2]1[CH:3]=[C:4]([C:15]([F:16])([F:17])[F:18])[C:67]2[N:66]([C:65]([Cl:52])=[C:43]([C:44]([N:62]3[CH2:63][CH2:64][CH:60]([C:56]4[CH:57]=[CH:58][CH:59]=[C:54]([F:53])[CH:55]=4)[CH2:61]3)=[O:26])[N:46]=2)[CH:68]=1, predict the reactants needed to synthesize it. The reactants are: [Br:1][C:2]1N2C(Cl)=C(C(O)=O)N=C2C=[C:4]([C:15]([F:18])([F:17])[F:16])[CH:3]=1.CN(C([O:26]N1N=NC2C=CC=NC1=2)=[N+](C)C)C.F[P-](F)(F)(F)(F)F.[CH:43]([N:46](CC)C(C)C)(C)[CH3:44].[ClH:52].[F:53][C:54]1[CH:55]=[C:56]([CH:60]2[CH2:64][CH2:63][NH:62][CH2:61]2)[CH:57]=[CH:58][CH:59]=1.[CH3:65][N:66]([CH:68]=O)[CH3:67].